Dataset: NCI-60 drug combinations with 297,098 pairs across 59 cell lines. Task: Regression. Given two drug SMILES strings and cell line genomic features, predict the synergy score measuring deviation from expected non-interaction effect. Drug 1: C1C(C(OC1N2C=NC3=C(N=C(N=C32)Cl)N)CO)O. Drug 2: COC1=C2C(=CC3=C1OC=C3)C=CC(=O)O2. Cell line: OVCAR-4. Synergy scores: CSS=-2.18, Synergy_ZIP=1.14, Synergy_Bliss=0.938, Synergy_Loewe=-5.52, Synergy_HSA=-4.40.